From a dataset of Peptide-MHC class I binding affinity with 185,985 pairs from IEDB/IMGT. Regression. Given a peptide amino acid sequence and an MHC pseudo amino acid sequence, predict their binding affinity value. This is MHC class I binding data. (1) The peptide sequence is VLGMLIPLSVCSV. The MHC is H-2-Db with pseudo-sequence H-2-Db. The binding affinity (normalized) is 0.000196. (2) The peptide sequence is VVYHDDDNT. The MHC is HLA-A02:02 with pseudo-sequence HLA-A02:02. The binding affinity (normalized) is 0. (3) The peptide sequence is FQVNRFTGY. The MHC is HLA-B27:05 with pseudo-sequence HLA-B27:05. The binding affinity (normalized) is 0.404. (4) The peptide sequence is SPIEDIEREI. The MHC is HLA-B53:01 with pseudo-sequence HLA-B53:01. The binding affinity (normalized) is 0.444.